Dataset: Forward reaction prediction with 1.9M reactions from USPTO patents (1976-2016). Task: Predict the product of the given reaction. (1) Given the reactants [Br:1][C:2]1[C:3](=[O:25])[N:4]([CH2:17][CH2:18][C:19]2[CH:24]=[CH:23][CH:22]=[CH:21][CH:20]=2)[C:5]([C:10]2[CH:15]=[CH:14][CH:13]=[CH:12][C:11]=2[OH:16])=[N:6][C:7]=1[CH2:8]Br.Cl.[CH3:27][NH:28][CH3:29].C(=O)([O-])[O-].[Cs+].[Cs+], predict the reaction product. The product is: [Br:1][C:2]1[C:3](=[O:25])[N:4]([CH2:17][CH2:18][C:19]2[CH:24]=[CH:23][CH:22]=[CH:21][CH:20]=2)[C:5]([C:10]2[CH:15]=[CH:14][CH:13]=[CH:12][C:11]=2[OH:16])=[N:6][C:7]=1[CH2:8][N:28]([CH3:29])[CH3:27]. (2) Given the reactants Br.[N:2]1([C:8]([NH2:10])=[NH:9])[CH2:7][CH2:6][O:5][CH2:4][CH2:3]1.[C:11]([O:15][C:16]([N:18]1[CH2:23][CH2:22][C:21](=O)[C:20](=[CH:25]N(C)C)[CH2:19]1)=[O:17])([CH3:14])([CH3:13])[CH3:12].CC(C)([O-])C.[K+].C(O)(C)(C)C, predict the reaction product. The product is: [C:11]([O:15][C:16]([N:18]1[CH2:23][CH2:22][C:21]2[N:9]=[C:8]([N:2]3[CH2:7][CH2:6][O:5][CH2:4][CH2:3]3)[N:10]=[CH:25][C:20]=2[CH2:19]1)=[O:17])([CH3:14])([CH3:12])[CH3:13]. (3) Given the reactants [F:1][C:2]1[CH:7]=[CH:6][C:5]([N:8]2[C:17](=[O:18])[C:16]3[C:11](=[CH:12][C:13]([C:19](=[N:21][OH:22])[NH2:20])=[CH:14][CH:15]=3)[N:10]=[C:9]2[S:23][CH2:24][C:25]([O:27][C:28]([CH3:31])([CH3:30])[CH3:29])=[O:26])=[CH:4][CH:3]=1.[C:32](OC(=O)C)(=O)[CH3:33], predict the reaction product. The product is: [F:1][C:2]1[CH:3]=[CH:4][C:5]([N:8]2[C:17](=[O:18])[C:16]3[C:11](=[CH:12][C:13]([C:19]4[N:20]=[C:32]([CH3:33])[O:22][N:21]=4)=[CH:14][CH:15]=3)[N:10]=[C:9]2[S:23][CH2:24][C:25]([O:27][C:28]([CH3:31])([CH3:30])[CH3:29])=[O:26])=[CH:6][CH:7]=1. (4) Given the reactants [OH:1][CH2:2][C@H:3]1[CH2:8][CH2:7][C@H:6]([NH:9][C:10](=[O:16])[O:11][C:12]([CH3:15])([CH3:14])[CH3:13])[CH2:5][CH2:4]1.N1C=CC=CC=1.[S:23](O[S:23]([C:26]([F:29])([F:28])[F:27])(=[O:25])=[O:24])([C:26]([F:29])([F:28])[F:27])(=[O:25])=[O:24], predict the reaction product. The product is: [C:12]([O:11][C:10]([NH:9][C@H:6]1[CH2:5][CH2:4][C@H:3]([CH2:2][O:1][S:23]([C:26]([F:29])([F:28])[F:27])(=[O:25])=[O:24])[CH2:8][CH2:7]1)=[O:16])([CH3:13])([CH3:15])[CH3:14]. (5) Given the reactants [C:1]([O:5][C:6]([N:8]1[CH2:13][CH:12]=[C:11]([C:14]2[CH:35]=[CH:34][C:17]3[C:18]4[N:22]([CH2:23][CH2:24][O:25][C:16]=3[CH:15]=2)[CH:21]=[C:20]([C:26]2[N:27]([CH:31]([CH3:33])[CH3:32])[N:28]=[CH:29][N:30]=2)[N:19]=4)[CH2:10][CH2:9]1)=[O:7])([CH3:4])([CH3:3])[CH3:2].B.C1C[O:40]CC1.[OH-].[Na+].OO.OC1CCNCC1, predict the reaction product. The product is: [C:1]([O:5][C:6]([N:8]1[CH2:9][CH2:10][C@@H:11]([C:14]2[CH:35]=[CH:34][C:17]3[C:18]4[N:22]([CH2:23][CH2:24][O:25][C:16]=3[CH:15]=2)[CH:21]=[C:20]([C:26]2[N:27]([CH:31]([CH3:32])[CH3:33])[N:28]=[CH:29][N:30]=2)[N:19]=4)[C@H:12]([OH:40])[CH2:13]1)=[O:7])([CH3:2])([CH3:4])[CH3:3]. (6) Given the reactants [F:1][C:2]1[C:3]([C:9]2[N:10]([CH:15]([CH3:17])[CH3:16])[C:11]([CH3:14])=[N:12][CH:13]=2)=[N:4][C:5]([NH2:8])=[N:6][CH:7]=1.C[O:19][C:20]([C:22]1[S:23][C:24](Br)=[CH:25][CH:26]=1)=[O:21].CC1(C)C2C(=C(P(C3C=CC=CC=3)C3C=CC=CC=3)C=CC=2)OC2C(P(C3C=CC=CC=3)C3C=CC=CC=3)=CC=CC1=2.C([O-])([O-])=O.[Cs+].[Cs+], predict the reaction product. The product is: [F:1][C:2]1[C:3]([C:9]2[N:10]([CH:15]([CH3:17])[CH3:16])[C:11]([CH3:14])=[N:12][CH:13]=2)=[N:4][C:5]([NH:8][C:24]2[S:23][C:22]([C:20]([OH:21])=[O:19])=[CH:26][CH:25]=2)=[N:6][CH:7]=1. (7) Given the reactants [F:1][C:2]1[CH:7]=[C:6]([B:8]2[O:12][C:11]([CH3:14])([CH3:13])[C:10]([CH3:16])([CH3:15])[O:9]2)[CH:5]=[C:4]([F:17])[C:3]=1[OH:18].Br[CH2:20][CH2:21][CH2:22][CH2:23][C:24]([O:26][CH2:27][CH3:28])=[O:25].C([O-])([O-])=O.[Cs+].[Cs+], predict the reaction product. The product is: [F:17][C:4]1[CH:5]=[C:6]([B:8]2[O:12][C:11]([CH3:13])([CH3:14])[C:10]([CH3:16])([CH3:15])[O:9]2)[CH:7]=[C:2]([F:1])[C:3]=1[O:18][CH2:20][CH2:21][CH2:22][CH2:23][C:24]([O:26][CH2:27][CH3:28])=[O:25].